Dataset: Reaction yield outcomes from USPTO patents with 853,638 reactions. Task: Predict the reaction yield, written as a fraction of the theoretical maximum amount of product (1.0 means a 100% yield; for example, 0.34 means a 34% yield). (1) The reactants are C(O)(C(F)(F)F)=O.C([O:12][C:13]([C:15]1[CH:16]=[C:17]([C:21]2[N:30]=[C:29]([NH:31][C:32]([C:34]3([C:37]4[CH:47]=[CH:46][C:40]5[O:41][C:42]([F:45])([F:44])[O:43][C:39]=5[CH:38]=4)[CH2:36][CH2:35]3)=[O:33])[CH:28]=[CH:27][C:22]=2[C:23]([O:25][CH3:26])=[O:24])[CH:18]=[CH:19][CH:20]=1)=[O:14])(C)(C)C. The catalyst is C(Cl)Cl.C([O-])(O)=O.[Na+]. The product is [F:45][C:42]1([F:44])[O:41][C:40]2[CH:46]=[CH:47][C:37]([C:34]3([C:32]([NH:31][C:29]4[N:30]=[C:21]([C:17]5[CH:16]=[C:15]([CH:20]=[CH:19][CH:18]=5)[C:13]([OH:14])=[O:12])[C:22]([C:23]([O:25][CH3:26])=[O:24])=[CH:27][CH:28]=4)=[O:33])[CH2:36][CH2:35]3)=[CH:38][C:39]=2[O:43]1. The yield is 0.910. (2) The reactants are [N:1]1([C:7]2[CH:12]=[CH:11][C:10]([NH:13][C:14]([C:16]3[CH:25]=[C:24](Cl)[C:23]4[C:18](=[C:19]([Br:29])[CH:20]=[C:21]([O:27][CH3:28])[CH:22]=4)[N:17]=3)=[O:15])=[CH:9][CH:8]=2)[CH2:6][CH2:5][O:4][CH2:3][CH2:2]1.[CH3:30][NH:31][CH3:32]. The catalyst is O1CCCC1. The product is [N:1]1([C:7]2[CH:12]=[CH:11][C:10]([NH:13][C:14]([C:16]3[CH:25]=[C:24]([N:31]([CH3:32])[CH3:30])[C:23]4[C:18](=[C:19]([Br:29])[CH:20]=[C:21]([O:27][CH3:28])[CH:22]=4)[N:17]=3)=[O:15])=[CH:9][CH:8]=2)[CH2:6][CH2:5][O:4][CH2:3][CH2:2]1. The yield is 0.920. (3) The reactants are [F:1][C:2]1([F:11])[O:6][C:5]2[CH:7]=[CH:8][CH:9]=[CH:10][C:4]=2[O:3]1.C([Li])(CC)C.C(O[B:21]1[O:25][C:24]([CH3:27])([CH3:26])[C:23]([CH3:29])([CH3:28])[O:22]1)(C)C. The catalyst is O1CCCC1. The product is [F:11][C:2]1([F:1])[O:3][C:4]2[CH:10]=[CH:9][CH:8]=[C:7]([B:21]3[O:25][C:24]([CH3:27])([CH3:26])[C:23]([CH3:29])([CH3:28])[O:22]3)[C:5]=2[O:6]1. The yield is 0.655. (4) The reactants are [Cl:1][C:2]1[CH:3]=[C:4]([CH:30]=[CH:31][C:32]=1[Cl:33])[CH2:5][C:6]1[C:10]([C:11]#[C:12][C:13]2[CH:18]=[CH:17][CH:16]=[CH:15][CH:14]=2)=[C:9]([N:19]2[CH2:24][CH2:23][O:22][CH2:21][CH2:20]2)[S:8][C:7]=1[C:25]([O:27]CC)=[O:26].C1COCC1.[OH-].[Na+].Cl. The catalyst is CCOC(C)=O.O.C(Cl)Cl.CO. The product is [Cl:1][C:2]1[CH:3]=[C:4]([CH:30]=[CH:31][C:32]=1[Cl:33])[CH2:5][C:6]1[C:10]([C:11]#[C:12][C:13]2[CH:14]=[CH:15][CH:16]=[CH:17][CH:18]=2)=[C:9]([N:19]2[CH2:20][CH2:21][O:22][CH2:23][CH2:24]2)[S:8][C:7]=1[C:25]([OH:27])=[O:26]. The yield is 0.780.